From a dataset of HIV replication inhibition screening data with 41,000+ compounds from the AIDS Antiviral Screen. Binary Classification. Given a drug SMILES string, predict its activity (active/inactive) in a high-throughput screening assay against a specified biological target. The compound is Cc1ccc(C=CC(=O)c2sc(-n3nc(-c4ccccc4)cc3-c3ccccc3)nc2C)cc1. The result is 0 (inactive).